This data is from NCI-60 drug combinations with 297,098 pairs across 59 cell lines. The task is: Regression. Given two drug SMILES strings and cell line genomic features, predict the synergy score measuring deviation from expected non-interaction effect. (1) Drug 1: CC1=C(C(CCC1)(C)C)C=CC(=CC=CC(=CC(=O)O)C)C. Drug 2: C1=NNC2=C1C(=O)NC=N2. Cell line: U251. Synergy scores: CSS=-4.55, Synergy_ZIP=5.69, Synergy_Bliss=6.53, Synergy_Loewe=-1.61, Synergy_HSA=-2.74. (2) Drug 1: CCC1(CC2CC(C3=C(CCN(C2)C1)C4=CC=CC=C4N3)(C5=C(C=C6C(=C5)C78CCN9C7C(C=CC9)(C(C(C8N6C)(C(=O)OC)O)OC(=O)C)CC)OC)C(=O)OC)O.OS(=O)(=O)O. Drug 2: C1=NC(=NC(=O)N1C2C(C(C(O2)CO)O)O)N. Cell line: A498. Synergy scores: CSS=5.12, Synergy_ZIP=-5.86, Synergy_Bliss=-2.99, Synergy_Loewe=-4.84, Synergy_HSA=-4.27. (3) Drug 1: C1CC(=O)NC(=O)C1N2CC3=C(C2=O)C=CC=C3N. Drug 2: CC(CN1CC(=O)NC(=O)C1)N2CC(=O)NC(=O)C2. Cell line: SK-MEL-5. Synergy scores: CSS=21.1, Synergy_ZIP=-4.99, Synergy_Bliss=7.23, Synergy_Loewe=0.0922, Synergy_HSA=6.56. (4) Cell line: MCF7. Drug 1: C1=C(C(=O)NC(=O)N1)F. Drug 2: C1=NC2=C(N1)C(=S)N=CN2. Synergy scores: CSS=32.4, Synergy_ZIP=-7.91, Synergy_Bliss=-8.89, Synergy_Loewe=-3.80, Synergy_HSA=-1.53.